Dataset: Forward reaction prediction with 1.9M reactions from USPTO patents (1976-2016). Task: Predict the product of the given reaction. Given the reactants [C:1]([O:5][C:6](=[O:32])[CH2:7][N:8]([C:17]1[CH:22]=[CH:21][C:20](Br)=[CH:19][C:18]=1[O:24][CH2:25][C:26]1[CH:31]=[CH:30][CH:29]=[CH:28][CH:27]=1)[CH2:9][C:10]([O:12][C:13]([CH3:16])([CH3:15])[CH3:14])=[O:11])([CH3:4])([CH3:3])[CH3:2].C([Li])(C)(C)C.[F:38][C:39]1[C:52]([O:53][CH2:54][O:55][CH2:56][CH2:57][O:58][CH3:59])=[CH:51][C:50]2[O:49][C:48]3[C:43](=[CH:44][C:45]([F:67])=[C:46]([O:60][CH2:61][O:62][CH2:63][CH2:64][O:65][CH3:66])[CH:47]=3)[C:42](=[O:68])[C:41]=2[CH:40]=1, predict the reaction product. The product is: [C:1]([O:5][C:6](=[O:32])[CH2:7][N:8]([C:17]1[CH:22]=[CH:21][C:20]([C:42]2([OH:68])[C:43]3[CH:44]=[C:45]([F:67])[C:46]([O:60][CH2:61][O:62][CH2:63][CH2:64][O:65][CH3:66])=[CH:47][C:48]=3[O:49][C:50]3[C:41]2=[CH:40][C:39]([F:38])=[C:52]([O:53][CH2:54][O:55][CH2:56][CH2:57][O:58][CH3:59])[CH:51]=3)=[CH:19][C:18]=1[O:24][CH2:25][C:26]1[CH:31]=[CH:30][CH:29]=[CH:28][CH:27]=1)[CH2:9][C:10]([O:12][C:13]([CH3:16])([CH3:15])[CH3:14])=[O:11])([CH3:4])([CH3:3])[CH3:2].